From a dataset of Reaction yield outcomes from USPTO patents with 853,638 reactions. Predict the reaction yield, written as a fraction of the theoretical maximum amount of product (1.0 means a 100% yield; for example, 0.34 means a 34% yield). (1) The product is [C:25]([C:29]1[CH:30]=[CH:31][C:32]2[N:33]([C:2]3[CH:3]=[CH:4][C:5]4[N:6]([S:15]([C:18]5[CH:24]=[CH:23][C:21]([CH3:22])=[CH:20][CH:19]=5)(=[O:17])=[O:16])[C:7]5[C:12]([C:13]=4[CH:14]=3)=[CH:11][CH:10]=[CH:9][CH:8]=5)[C:34]3[C:39]([C:40]=2[CH:41]=1)=[CH:38][C:37]([C:42]([CH3:45])([CH3:44])[CH3:43])=[CH:36][CH:35]=3)([CH3:28])([CH3:27])[CH3:26]. The catalyst is [Cu-]=O. The yield is 0.322. The reactants are Br[C:2]1[CH:3]=[CH:4][C:5]2[N:6]([S:15]([C:18]3[CH:24]=[CH:23][C:21]([CH3:22])=[CH:20][CH:19]=3)(=[O:17])=[O:16])[C:7]3[C:12]([C:13]=2[CH:14]=1)=[CH:11][CH:10]=[CH:9][CH:8]=3.[C:25]([C:29]1[CH:30]=[CH:31][C:32]2[NH:33][C:34]3[C:39]([C:40]=2[CH:41]=1)=[CH:38][C:37]([C:42]([CH3:45])([CH3:44])[CH3:43])=[CH:36][CH:35]=3)([CH3:28])([CH3:27])[CH3:26].C(C1C=CC=CC=1)CCCCCCCCCCC. (2) The reactants are [F:1][C:2]1[CH:23]=[CH:22][CH:21]=[CH:20][C:3]=1[CH2:4][S:5][CH:6]1[CH2:11][CH2:10][N:9]([CH2:12][C:13]2[C:14](=[O:19])[NH:15][CH:16]=[CH:17][N:18]=2)[CH2:8][CH2:7]1.ClC1C=CC=C(C(OO)=[O:32])C=1.S([O-])([O-])(=O)=S.[Na+].[Na+]. The catalyst is ClCCl. The product is [F:1][C:2]1[CH:23]=[CH:22][CH:21]=[CH:20][C:3]=1[CH2:4][S:5]([CH:6]1[CH2:7][CH2:8][N:9]([CH2:12][C:13]2[C:14](=[O:19])[NH:15][CH:16]=[CH:17][N:18]=2)[CH2:10][CH2:11]1)=[O:32]. The yield is 0.270. (3) The yield is 0.990. The catalyst is N1C=CC=CC=1.CN(C)C1C=CN=CC=1. The product is [C:18]([C:20]([C:23]1[CH:24]=[C:25]([CH:29]=[CH:30][CH:31]=1)[C:26]([NH:12][C:11]1[CH:13]=[CH:14][CH:15]=[C:9]([O:8][C:7]2[CH:16]=[CH:17][C:4]([N+:1]([O-:3])=[O:2])=[CH:5][CH:6]=2)[CH:10]=1)=[O:27])([CH3:22])[CH3:21])#[N:19]. The reactants are [N+:1]([C:4]1[CH:17]=[CH:16][C:7]([O:8][C:9]2[CH:10]=[C:11]([CH:13]=[CH:14][CH:15]=2)[NH2:12])=[CH:6][CH:5]=1)([O-:3])=[O:2].[C:18]([C:20]([C:23]1[CH:24]=[C:25]([CH:29]=[CH:30][CH:31]=1)[C:26](O)=[O:27])([CH3:22])[CH3:21])#[N:19].Cl.C(N=C=NCCCN(C)C)C.CO. (4) The reactants are I[C:2]1[C:3]([C:10]([F:13])([F:12])[F:11])=[N:4][C:5]([O:8][CH3:9])=[CH:6][CH:7]=1.C([Li])(C)(C)C.[CH2:19]([C:21]1[C:22]([NH:30][C@H:31]2[C@@H:35]([O:36][CH2:37][CH3:38])[CH2:34][N:33]([C:39]([O:41][CH2:42][C:43]3[CH:48]=[CH:47][CH:46]=[CH:45][CH:44]=3)=[O:40])[CH2:32]2)=[N:23][C:24]([CH2:28][CH3:29])=[C:25](I)[N:26]=1)[CH3:20].C(=O)(O)[O-].[Na+]. The catalyst is C1COCC1.[Cl-].[Zn+2].[Cl-].C1C=CC([P]([Pd]([P](C2C=CC=CC=2)(C2C=CC=CC=2)C2C=CC=CC=2)([P](C2C=CC=CC=2)(C2C=CC=CC=2)C2C=CC=CC=2)[P](C2C=CC=CC=2)(C2C=CC=CC=2)C2C=CC=CC=2)(C2C=CC=CC=2)C2C=CC=CC=2)=CC=1. The product is [CH2:19]([C:21]1[C:22]([NH:30][C@H:31]2[C@@H:35]([O:36][CH2:37][CH3:38])[CH2:34][N:33]([C:39]([O:41][CH2:42][C:43]3[CH:44]=[CH:45][CH:46]=[CH:47][CH:48]=3)=[O:40])[CH2:32]2)=[N:23][C:24]([CH2:28][CH3:29])=[C:25]([C:2]2[C:3]([C:10]([F:13])([F:12])[F:11])=[N:4][C:5]([O:8][CH3:9])=[CH:6][CH:7]=2)[N:26]=1)[CH3:20]. The yield is 0.530. (5) The reactants are Br[C:2]1[CH:3]=[C:4]([C:12]2[C:13]([O:18][CH3:19])=[N:14][CH:15]=[CH:16][CH:17]=2)[CH:5]=[C:6]([C:8]([CH3:11])([CH3:10])[CH3:9])[CH:7]=1.[Br-].[CH2:21]([Zn+])[C:22]1[CH:27]=[CH:26][CH:25]=[CH:24][CH:23]=1. The catalyst is C1C=CC(P(C2C=CC=CC=2)[C-]2C=CC=C2)=CC=1.C1C=CC(P(C2C=CC=CC=2)[C-]2C=CC=C2)=CC=1.Cl[Pd]Cl.[Fe+2]. The product is [CH2:21]([C:2]1[CH:3]=[C:4]([C:12]2[C:13]([O:18][CH3:19])=[N:14][CH:15]=[CH:16][CH:17]=2)[CH:5]=[C:6]([C:8]([CH3:11])([CH3:10])[CH3:9])[CH:7]=1)[C:22]1[CH:27]=[CH:26][CH:25]=[CH:24][CH:23]=1. The yield is 0.820.